The task is: Regression. Given a peptide amino acid sequence and an MHC pseudo amino acid sequence, predict their binding affinity value. This is MHC class I binding data.. This data is from Peptide-MHC class I binding affinity with 185,985 pairs from IEDB/IMGT. The peptide sequence is IEVKFHPIL. The MHC is HLA-A02:01 with pseudo-sequence HLA-A02:01. The binding affinity (normalized) is 0.0847.